This data is from Catalyst prediction with 721,799 reactions and 888 catalyst types from USPTO. The task is: Predict which catalyst facilitates the given reaction. (1) Reactant: [NH2:1][C:2]1[CH:3]=[C:4]([C:8]([CH3:12])([CH3:11])[C:9]#[N:10])[CH:5]=[CH:6][CH:7]=1.C(=O)([O-])[O-].[K+].[K+].Cl[C:20]([O:22][C:23]1[CH:28]=[CH:27][CH:26]=[CH:25][CH:24]=1)=[O:21]. Product: [C:9]([C:8]([C:4]1[CH:3]=[C:2]([NH:1][C:20](=[O:21])[O:22][C:23]2[CH:28]=[CH:27][CH:26]=[CH:25][CH:24]=2)[CH:7]=[CH:6][CH:5]=1)([CH3:12])[CH3:11])#[N:10]. The catalyst class is: 1. (2) Reactant: C(OC(=O)[NH:7][CH:8]1[CH2:13][CH2:12][CH:11]([CH2:14][NH:15][C:16]2[C:21]([F:22])=[CH:20][N:19]=[C:18](Cl)[N:17]=2)[CH2:10][CH2:9]1)(C)(C)C.Cl.[F:26][C:27]([F:38])([F:37])[O:28][C:29]1[CH:36]=[CH:35][CH:34]=[CH:33][C:30]=1[CH2:31][NH2:32]. Product: [NH2:7][C@H:8]1[CH2:9][CH2:10][C@H:11]([CH2:14][NH:15][C:16]2[C:21]([F:22])=[CH:20][N:19]=[C:18]([NH:32][CH2:31][C:30]3[CH:33]=[CH:34][CH:35]=[CH:36][C:29]=3[O:28][C:27]([F:26])([F:37])[F:38])[N:17]=2)[CH2:12][CH2:13]1. The catalyst class is: 25. (3) Reactant: [C:1]([NH:9][C:10]1[CH:22]=[CH:21][C:13]2[S:14][C:15]([C:17]([O:19]C)=[O:18])=[CH:16][C:12]=2[CH:11]=1)(=[O:8])[C:2]1[CH:7]=[CH:6][CH:5]=[CH:4][CH:3]=1.O.[OH-].[Li+].O. Product: [C:1]([NH:9][C:10]1[CH:22]=[CH:21][C:13]2[S:14][C:15]([C:17]([OH:19])=[O:18])=[CH:16][C:12]=2[CH:11]=1)(=[O:8])[C:2]1[CH:3]=[CH:4][CH:5]=[CH:6][CH:7]=1. The catalyst class is: 5. (4) Reactant: [H-].[Na+].C([O:5][C:6]([C:8]1([C:11]2[CH:16]=[CH:15][C:14]([C:17]3[CH:22]=[CH:21][C:20]([C:23]4[O:27][N:26]=[C:25]([CH3:28])[C:24]=4[CH2:29]Br)=[CH:19][CH:18]=3)=[CH:13][CH:12]=2)[CH2:10][CH2:9]1)=[O:7])C.[CH2:31]([OH:39])[CH2:32][C:33]1[CH:38]=[CH:37][CH:36]=[CH:35][CH:34]=1. Product: [CH3:28][C:25]1[C:24]([CH2:29][O:39][CH2:31][CH2:32][C:33]2[CH:38]=[CH:37][CH:36]=[CH:35][CH:34]=2)=[C:23]([C:20]2[CH:19]=[CH:18][C:17]([C:14]3[CH:13]=[CH:12][C:11]([C:8]4([C:6]([OH:5])=[O:7])[CH2:10][CH2:9]4)=[CH:16][CH:15]=3)=[CH:22][CH:21]=2)[O:27][N:26]=1. The catalyst class is: 3. (5) Reactant: [OH:1][CH2:2][C:3]1([C:13]([O:15][CH2:16][C:17]2[CH:22]=[CH:21][CH:20]=[CH:19][CH:18]=2)=[O:14])[CH2:12][CH2:11][C:6]2([O:10][CH2:9][CH2:8][O:7]2)[CH2:5][CH2:4]1.N1C=CC=CC=1.[O:29](S(C(F)(F)F)(=O)=O)[S:30]([C:33]([F:36])([F:35])[F:34])(=O)=[O:31]. Product: [F:34][C:33]([F:36])([F:35])[S:30]([O:1][CH2:2][C:3]1([C:13]([O:15][CH2:16][C:17]2[CH:18]=[CH:19][CH:20]=[CH:21][CH:22]=2)=[O:14])[CH2:12][CH2:11][C:6]2([O:10][CH2:9][CH2:8][O:7]2)[CH2:5][CH2:4]1)(=[O:31])=[O:29]. The catalyst class is: 2. (6) Reactant: C([O:8][C:9]1[CH:10]=[C:11]([CH2:23][CH2:24][CH2:25][C:26]#[N:27])[CH:12]=[CH:13][C:14]=1[N:15]1[CH2:19][C:18](=[O:20])[NH:17][S:16]1(=[O:22])=[O:21])C1C=CC=CC=1. Product: [OH:8][C:9]1[CH:10]=[C:11]([CH2:23][CH2:24][CH2:25][C:26]#[N:27])[CH:12]=[CH:13][C:14]=1[N:15]1[CH2:19][C:18](=[O:20])[NH:17][S:16]1(=[O:22])=[O:21]. The catalyst class is: 29. (7) Reactant: [Cl:1][C:2]1[CH:10]=[CH:9][C:8]2[NH:7][C:6]3[CH2:11][CH2:12][N:13]([CH3:16])[CH2:14][CH2:15][C:5]=3[C:4]=2[CH:3]=1.[OH-].[Na+].[Cl:19][C:20]1[CH:21]=[N:22][CH:23]=[C:24]([CH:26]=[CH2:27])[CH:25]=1. Product: [Cl:1][C:2]1[CH:10]=[CH:9][C:8]2[N:7]([CH2:27][CH2:26][C:24]3[CH:23]=[N:22][CH:21]=[C:20]([Cl:19])[CH:25]=3)[C:6]3[CH2:11][CH2:12][N:13]([CH3:16])[CH2:14][CH2:15][C:5]=3[C:4]=2[CH:3]=1. The catalyst class is: 6.